From a dataset of Catalyst prediction with 721,799 reactions and 888 catalyst types from USPTO. Predict which catalyst facilitates the given reaction. Reactant: [Si:1]([O:8][C@H:9]1[CH2:18][C:17]([CH3:20])([CH3:19])[CH2:16][C:15]2[N:14]=[C:13]([CH:21]([CH3:23])[CH3:22])[C:12]3[C@@H:24]([C:33]4[CH:38]=[CH:37][C:36]([C:39]([F:42])([F:41])[F:40])=[C:35]([F:43])[CH:34]=4)[O:25][C:26]4([CH2:31][CH2:30][O:29][CH2:28][CH:27]4I)[C:11]=3[C:10]1=2)([C:4]([CH3:7])([CH3:6])[CH3:5])([CH3:3])[CH3:2]. Product: [Si:1]([O:8][C@H:9]1[CH2:18][C:17]([CH3:19])([CH3:20])[CH2:16][C:15]2[N:14]=[C:13]([CH:21]([CH3:23])[CH3:22])[C:12]3[C@@H:24]([C:33]4[CH:38]=[CH:37][C:36]([C:39]([F:42])([F:40])[F:41])=[C:35]([F:43])[CH:34]=4)[O:25][C:26]4([CH2:27][CH2:28][O:29][CH2:30][CH2:31]4)[C:11]=3[C:10]1=2)([C:4]([CH3:6])([CH3:7])[CH3:5])([CH3:3])[CH3:2]. The catalyst class is: 723.